From a dataset of Peptide-MHC class II binding affinity with 134,281 pairs from IEDB. Regression. Given a peptide amino acid sequence and an MHC pseudo amino acid sequence, predict their binding affinity value. This is MHC class II binding data. The peptide sequence is YDTYKCIPSLEAAVK. The MHC is DRB1_0901 with pseudo-sequence DRB1_0901. The binding affinity (normalized) is 0.636.